From a dataset of NCI-60 drug combinations with 297,098 pairs across 59 cell lines. Regression. Given two drug SMILES strings and cell line genomic features, predict the synergy score measuring deviation from expected non-interaction effect. (1) Drug 1: C1CCC(CC1)NC(=O)N(CCCl)N=O. Drug 2: CCC1(CC2CC(C3=C(CCN(C2)C1)C4=CC=CC=C4N3)(C5=C(C=C6C(=C5)C78CCN9C7C(C=CC9)(C(C(C8N6C)(C(=O)OC)O)OC(=O)C)CC)OC)C(=O)OC)O.OS(=O)(=O)O. Cell line: NCIH23. Synergy scores: CSS=20.8, Synergy_ZIP=-6.88, Synergy_Bliss=-7.87, Synergy_Loewe=-21.4, Synergy_HSA=-5.97. (2) Drug 1: CN(CC1=CN=C2C(=N1)C(=NC(=N2)N)N)C3=CC=C(C=C3)C(=O)NC(CCC(=O)O)C(=O)O. Drug 2: CC1C(C(CC(O1)OC2CC(CC3=C2C(=C4C(=C3O)C(=O)C5=CC=CC=C5C4=O)O)(C(=O)C)O)N)O. Cell line: SK-MEL-28. Synergy scores: CSS=39.6, Synergy_ZIP=-18.0, Synergy_Bliss=-19.3, Synergy_Loewe=-29.0, Synergy_HSA=-16.3. (3) Drug 1: CN1CCC(CC1)COC2=C(C=C3C(=C2)N=CN=C3NC4=C(C=C(C=C4)Br)F)OC. Drug 2: C1=CC=C(C(=C1)C(C2=CC=C(C=C2)Cl)C(Cl)Cl)Cl. Cell line: A549. Synergy scores: CSS=14.4, Synergy_ZIP=-3.64, Synergy_Bliss=0.779, Synergy_Loewe=-12.4, Synergy_HSA=1.42.